This data is from NCI-60 drug combinations with 297,098 pairs across 59 cell lines. The task is: Regression. Given two drug SMILES strings and cell line genomic features, predict the synergy score measuring deviation from expected non-interaction effect. (1) Drug 1: COC1=NC(=NC2=C1N=CN2C3C(C(C(O3)CO)O)O)N. Drug 2: C1=NC(=NC(=O)N1C2C(C(C(O2)CO)O)O)N. Cell line: ACHN. Synergy scores: CSS=25.4, Synergy_ZIP=9.98, Synergy_Bliss=13.9, Synergy_Loewe=-1.09, Synergy_HSA=9.69. (2) Drug 1: CC(C)(C#N)C1=CC(=CC(=C1)CN2C=NC=N2)C(C)(C)C#N. Drug 2: COCCOC1=C(C=C2C(=C1)C(=NC=N2)NC3=CC=CC(=C3)C#C)OCCOC.Cl. Cell line: MOLT-4. Synergy scores: CSS=-8.23, Synergy_ZIP=5.14, Synergy_Bliss=3.76, Synergy_Loewe=-5.12, Synergy_HSA=-5.14. (3) Drug 1: C(CN)CNCCSP(=O)(O)O. Drug 2: CC12CCC3C(C1CCC2OP(=O)(O)O)CCC4=C3C=CC(=C4)OC(=O)N(CCCl)CCCl.[Na+]. Cell line: NCI-H522. Synergy scores: CSS=-0.514, Synergy_ZIP=0.954, Synergy_Bliss=0.810, Synergy_Loewe=-3.12, Synergy_HSA=-4.14. (4) Drug 1: CC12CCC3C(C1CCC2O)C(CC4=C3C=CC(=C4)O)CCCCCCCCCS(=O)CCCC(C(F)(F)F)(F)F. Drug 2: C1CCC(C(C1)N)N.C(=O)(C(=O)[O-])[O-].[Pt+4]. Cell line: M14. Synergy scores: CSS=7.39, Synergy_ZIP=-2.61, Synergy_Bliss=-4.60, Synergy_Loewe=-8.79, Synergy_HSA=-6.44. (5) Drug 1: CC1CC(C(C(C=C(C(C(C=CC=C(C(=O)NC2=CC(=O)C(=C(C1)C2=O)OC)C)OC)OC(=O)N)C)C)O)OC. Drug 2: C1CCC(C(C1)[NH-])[NH-].C(=O)(C(=O)[O-])[O-].[Pt+4]. Cell line: T-47D. Synergy scores: CSS=22.7, Synergy_ZIP=-1.18, Synergy_Bliss=-0.452, Synergy_Loewe=-0.475, Synergy_HSA=0.445. (6) Drug 1: CCC1(CC2CC(C3=C(CCN(C2)C1)C4=CC=CC=C4N3)(C5=C(C=C6C(=C5)C78CCN9C7C(C=CC9)(C(C(C8N6C)(C(=O)OC)O)OC(=O)C)CC)OC)C(=O)OC)O.OS(=O)(=O)O. Drug 2: C(CN)CNCCSP(=O)(O)O. Cell line: HCC-2998. Synergy scores: CSS=0.122, Synergy_ZIP=7.08, Synergy_Bliss=10.1, Synergy_Loewe=0.614, Synergy_HSA=1.14. (7) Drug 1: CCC(=C(C1=CC=CC=C1)C2=CC=C(C=C2)OCCN(C)C)C3=CC=CC=C3.C(C(=O)O)C(CC(=O)O)(C(=O)O)O. Drug 2: C(CN)CNCCSP(=O)(O)O. Cell line: SF-295. Synergy scores: CSS=-1.37, Synergy_ZIP=1.05, Synergy_Bliss=1.64, Synergy_Loewe=-2.52, Synergy_HSA=-1.24. (8) Drug 1: CN(C)N=NC1=C(NC=N1)C(=O)N. Drug 2: CC(C)(C#N)C1=CC(=CC(=C1)CN2C=NC=N2)C(C)(C)C#N. Cell line: DU-145. Synergy scores: CSS=2.08, Synergy_ZIP=-1.05, Synergy_Bliss=0.846, Synergy_Loewe=-0.485, Synergy_HSA=-1.24.